Dataset: Retrosynthesis with 50K atom-mapped reactions and 10 reaction types from USPTO. Task: Predict the reactants needed to synthesize the given product. (1) Given the product Fc1ccc(C2(c3ccccc3)OC(CNCCCc3ccccc3)CS2)cc1, predict the reactants needed to synthesize it. The reactants are: Fc1ccc(C2(c3ccccc3)OC(CCl)CS2)cc1.NCCCc1ccccc1. (2) Given the product C=C(C)[C@@H]1CC[C@]2(NCCCN3CCCC3=O)CC[C@]3(C)[C@H](CC[C@@H]4[C@@]5(C)CC=C(c6ccc(C(=O)O)c(F)c6)C(C)(C)[C@@H]5CC[C@]43C)[C@@H]12, predict the reactants needed to synthesize it. The reactants are: C=C(C)[C@@H]1CC[C@]2(NCCCN3CCCC3=O)CC[C@]3(C)[C@H](CC[C@@H]4[C@@]5(C)CC=C(c6ccc(C(=O)OC)c(F)c6)C(C)(C)[C@@H]5CC[C@]43C)[C@@H]12.